From a dataset of Full USPTO retrosynthesis dataset with 1.9M reactions from patents (1976-2016). Predict the reactants needed to synthesize the given product. (1) Given the product [NH2:16][C:17]1[N:22]=[CH:21][C:20]([C:23]2[CH:28]=[CH:27][C:26]([C:2]3[C:3]([S:8]([NH:11][CH2:12][C@H:13]([OH:15])[CH3:14])(=[O:10])=[O:9])=[CH:4][CH:5]=[CH:6][CH:7]=3)=[CH:25][C:24]=2[F:38])=[N:19][C:18]=1[C:39]#[N:40], predict the reactants needed to synthesize it. The reactants are: Br[C:2]1[CH:7]=[CH:6][CH:5]=[CH:4][C:3]=1[S:8]([NH:11][CH2:12][C@H:13]([OH:15])[CH3:14])(=[O:10])=[O:9].[NH2:16][C:17]1[C:18]([C:39]#[N:40])=[N:19][C:20]([C:23]2[CH:28]=[CH:27][C:26](B3OC(C)(C)C(C)(C)O3)=[CH:25][C:24]=2[F:38])=[CH:21][N:22]=1. (2) Given the product [Cl:1][C:2]1[CH:3]=[CH:4][C:5]([O:26][CH2:27][C:28]2[CH:29]=[CH:30][CH:31]=[CH:32][CH:33]=2)=[C:6]([CH2:8][N:9]2[C:13]([CH3:14])=[CH:12][C:11]([C:15]3[NH:19][C:18]4[CH:20]=[CH:21][C:22]([CH:24]=[O:25])=[CH:23][C:17]=4[N:16]=3)=[N:10]2)[CH:7]=1, predict the reactants needed to synthesize it. The reactants are: [Cl:1][C:2]1[CH:3]=[CH:4][C:5]([O:26][CH2:27][C:28]2[CH:33]=[CH:32][CH:31]=[CH:30][CH:29]=2)=[C:6]([CH2:8][N:9]2[C:13]([CH3:14])=[CH:12][C:11]([C:15]3[NH:19][C:18]4[CH:20]=[CH:21][C:22]([CH2:24][OH:25])=[CH:23][C:17]=4[N:16]=3)=[N:10]2)[CH:7]=1.CC(OI1(OC(C)=O)(OC(C)=O)OC(=O)C2C=CC=CC1=2)=O. (3) Given the product [CH3:25][O:24][C:22]1[CH:21]=[CH:20][C:19]2[C:15]([O:1][C:2]3[CH:3]=[CH:4][C:5]([C:8]([O:10][CH3:11])=[O:9])=[N:6][CH:7]=3)=[C:16]([C:27]3[CH:32]=[CH:31][C:30]([O:33][CH3:34])=[CH:29][CH:28]=3)[S:17](=[O:26])[C:18]=2[CH:23]=1, predict the reactants needed to synthesize it. The reactants are: [OH:1][C:2]1[CH:3]=[CH:4][C:5]([C:8]([O:10][CH3:11])=[O:9])=[N:6][CH:7]=1.[H-].[Na+].Br[C:15]1[C:19]2[CH:20]=[CH:21][C:22]([O:24][CH3:25])=[CH:23][C:18]=2[S:17](=[O:26])[C:16]=1[C:27]1[CH:32]=[CH:31][C:30]([O:33][CH3:34])=[CH:29][CH:28]=1. (4) Given the product [C:26]1([C:22]2[CH:21]=[C:20]([C:17]3[N:14]4[N:15]=[CH:16][C:11]([C:7]5[CH:6]=[C:5]([CH:10]=[CH:9][CH:8]=5)[C:4]([OH:32])=[O:3])=[CH:12][C:13]4=[N:19][CH:18]=3)[CH:25]=[CH:24][N:23]=2)[CH:27]=[CH:28][CH:29]=[CH:30][CH:31]=1, predict the reactants needed to synthesize it. The reactants are: C([O:3][C:4](=[O:32])[C:5]1[CH:10]=[CH:9][CH:8]=[C:7]([C:11]2[CH:16]=[N:15][N:14]3[C:17]([C:20]4[CH:25]=[CH:24][N:23]=[C:22]([C:26]5[CH:31]=[CH:30][CH:29]=[CH:28][CH:27]=5)[CH:21]=4)=[CH:18][N:19]=[C:13]3[CH:12]=2)[CH:6]=1)C.[Li+].[OH-]. (5) Given the product [CH3:11][O:10][C:8](=[O:9])[CH:7]([CH:12]1[CH2:16][CH2:15][CH2:14][N:13]1[C:17]([O:19][C:20]([CH3:23])([CH3:22])[CH3:21])=[O:18])[C:1]1[CH:2]=[CH:3][CH:4]=[CH:5][CH:6]=1, predict the reactants needed to synthesize it. The reactants are: [C:1]1([CH:7]([CH:12]2[CH2:16][CH2:15][CH2:14][NH:13]2)[C:8]([O:10][CH3:11])=[O:9])[CH:6]=[CH:5][CH:4]=[CH:3][CH:2]=1.[C:17](O[C:17]([O:19][C:20]([CH3:23])([CH3:22])[CH3:21])=[O:18])([O:19][C:20]([CH3:23])([CH3:22])[CH3:21])=[O:18]. (6) Given the product [NH2:9][C:3]1[N:4]=[CH:5][N:6]=[C:7]([NH:10][CH2:11][C@H:12]2[CH2:16][CH2:15][N:14]([C:17](=[O:19])[CH:40]=[CH2:41])[CH2:13]2)[C:2]=1[C:28]1[CH:29]=[CH:30][C:25]([O:24][C:31]2[CH:36]=[CH:35][CH:34]=[CH:33][CH:32]=2)=[CH:26][CH:27]=1, predict the reactants needed to synthesize it. The reactants are: Cl[C:2]1[C:3]([NH2:9])=[N:4][CH:5]=[N:6][C:7]=1Cl.[NH2:10][CH2:11][C@H:12]1[CH2:16][CH2:15][N:14]([C:17]([O:19]C(C)(C)C)=O)[CH2:13]1.[O:24]([C:31]1[CH:36]=[CH:35][C:34](B(O)O)=[CH:33][CH:32]=1)[C:25]1[CH:30]=[CH:29][CH:28]=[CH:27][CH:26]=1.[C:40](Cl)(=O)[CH:41]=C.